This data is from Reaction yield outcomes from USPTO patents with 853,638 reactions. The task is: Predict the reaction yield, written as a fraction of the theoretical maximum amount of product (1.0 means a 100% yield; for example, 0.34 means a 34% yield). (1) The reactants are [CH2:1]([O:4][C:5]([C:7]1[NH:8][CH:9]=[C:10]([F:12])[CH:11]=1)=[O:6])[CH:2]=[CH2:3].[Cl-].[NH4+:14].[OH-].[Na+].[OH-].[NH4+]. The catalyst is [Cl-].C([N+](CCCCCCCC)(CCCCCCCC)C)CCCCCCC.C(OC)(C)(C)C. The product is [CH2:1]([O:4][C:5]([C:7]1[N:8]([NH2:14])[CH:9]=[C:10]([F:12])[CH:11]=1)=[O:6])[CH:2]=[CH2:3]. The yield is 0.621. (2) The reactants are [NH2:1][C:2]1[CH:3]=[C:4]([CH:7]=[C:8]([CH3:36])[C:9]=1[C:10]#[C:11][CH2:12][C:13]([OH:35])([C:31]([F:34])([F:33])[F:32])[CH2:14][C:15]([C:18]1[C:26]2[O:25][CH2:24][CH2:23][C:22]=2[CH:21]=[C:20]([S:27]([CH3:30])(=[O:29])=[O:28])[CH:19]=1)([CH3:17])[CH3:16])[C:5]#[N:6].[F:37][C:38]([F:49])([F:48])[C:39](O[C:39](=[O:40])[C:38]([F:49])([F:48])[F:37])=[O:40]. The catalyst is ClCCl. The product is [C:5]([C:4]1[CH:7]=[C:8]([CH3:36])[C:9]([C:10]#[C:11][CH2:12][C:13]([OH:35])([C:31]([F:33])([F:34])[F:32])[CH2:14][C:15]([C:18]2[C:26]3[O:25][CH2:24][CH2:23][C:22]=3[CH:21]=[C:20]([S:27]([CH3:30])(=[O:29])=[O:28])[CH:19]=2)([CH3:17])[CH3:16])=[C:2]([NH:1][C:39](=[O:40])[C:38]([F:49])([F:48])[F:37])[CH:3]=1)#[N:6]. The yield is 0.930. (3) The product is [Cl:1][C:2]1[CH:3]=[CH:4][C:5]([N:8]2[CH2:23][CH:20]([C:21]#[N:22])[N:10]=[C:9]2[C:11]2[CH:16]=[CH:15][C:14]([Cl:17])=[CH:13][C:12]=2[Cl:18])=[CH:6][CH:7]=1. The yield is 0.970. The catalyst is O1CCCC1. The reactants are [Cl:1][C:2]1[CH:7]=[CH:6][C:5]([NH:8][C:9]([C:11]2[CH:16]=[CH:15][C:14]([Cl:17])=[CH:13][C:12]=2[Cl:18])=[NH:10])=[CH:4][CH:3]=1.Cl[C:20](=[CH2:23])[C:21]#[N:22].C(N(CC)C(C)C)(C)C.N#N. (4) The reactants are [CH3:1][C:2]1([CH3:18])[O:6][N:5]=[C:4]([S:7]([CH:10]([C:12]2[CH:17]=[CH:16][CH:15]=[CH:14][CH:13]=2)[CH3:11])(=[O:9])=[O:8])[CH2:3]1.C1C=CC(S(N(S(C2C=CC=CC=2)(=O)=O)[F:29])(=O)=O)=CC=1. The catalyst is C1COCC1. The product is [F:29][C:10]([C:12]1[CH:17]=[CH:16][CH:15]=[CH:14][CH:13]=1)([S:7]([C:4]1[CH2:3][C:2]([CH3:1])([CH3:18])[O:6][N:5]=1)(=[O:9])=[O:8])[CH3:11]. The yield is 0.560. (5) The reactants are [NH2:1][CH2:2][C:3]1[N:7]2[C:8]([N:12]3[CH2:17][CH2:16][N:15]([CH3:18])[CH2:14][CH2:13]3)=[CH:9][CH:10]=[CH:11][C:6]2=[N:5][C:4]=1[CH2:19][N:20]([CH3:31])[C@@H:21]1[C:30]2[N:29]=[CH:28][CH:27]=[CH:26][C:25]=2[CH2:24][CH2:23][CH2:22]1.C(N(CC)C(C)C)(C)C.[CH3:41][S:42](Cl)(=[O:44])=[O:43].[OH-].[NH4+]. The catalyst is ClCCl.C(#N)C. The product is [CH3:18][N:15]1[CH2:14][CH2:13][N:12]([C:8]2[N:7]3[C:3]([CH2:2][NH:1][S:42]([CH3:41])(=[O:44])=[O:43])=[C:4]([CH2:19][N:20]([CH3:31])[C@@H:21]4[C:30]5[N:29]=[CH:28][CH:27]=[CH:26][C:25]=5[CH2:24][CH2:23][CH2:22]4)[N:5]=[C:6]3[CH:11]=[CH:10][CH:9]=2)[CH2:17][CH2:16]1. The yield is 0.280.